Dataset: Catalyst prediction with 721,799 reactions and 888 catalyst types from USPTO. Task: Predict which catalyst facilitates the given reaction. Product: [Cl:15][C:16]1[CH:23]=[CH:22][C:19]([CH2:20][NH:4][C:3]2[CH:5]=[CH:6][CH:7]=[CH:8][C:2]=2[I:1])=[CH:18][CH:17]=1. Reactant: [I:1][C:2]1[CH:8]=[CH:7][CH:6]=[CH:5][C:3]=1[NH2:4].C([O-])([O-])=O.[K+].[K+].[Cl:15][C:16]1[CH:23]=[CH:22][C:19]([CH2:20]Br)=[CH:18][CH:17]=1. The catalyst class is: 115.